The task is: Predict the reactants needed to synthesize the given product.. This data is from Full USPTO retrosynthesis dataset with 1.9M reactions from patents (1976-2016). (1) Given the product [BrH:15].[N:1]1[CH:5]=[CH:4][N:3]2[C:2]=1[C:6]1[CH:12]=[CH:11][CH:10]=[CH:9][C:7]=1[N:8]=[C:14]2[NH2:13], predict the reactants needed to synthesize it. The reactants are: [NH:1]1[CH:5]=[CH:4][N:3]=[C:2]1[C:6]1[CH:12]=[CH:11][CH:10]=[CH:9][C:7]=1[NH2:8].[N:13]#[C:14][Br:15].O. (2) Given the product [F:25][C:26]1([F:50])[CH2:31][CH2:30][CH:29]([O:32][C:33]2[CH:40]=[CH:39][C:38]([C:2]3[N:3]=[C:4]([NH:8][C:9]4[CH:14]=[CH:13][C:12]([N:15]5[CH2:20][CH2:19][N:18]([CH:21]6[CH2:24][O:23][CH2:22]6)[CH2:17][CH2:16]5)=[CH:11][CH:10]=4)[N:5]=[CH:6][N:7]=3)=[CH:37][C:34]=2[C:35]#[N:36])[CH2:28][CH2:27]1, predict the reactants needed to synthesize it. The reactants are: Cl[C:2]1[N:7]=[CH:6][N:5]=[C:4]([NH:8][C:9]2[CH:14]=[CH:13][C:12]([N:15]3[CH2:20][CH2:19][N:18]([CH:21]4[CH2:24][O:23][CH2:22]4)[CH2:17][CH2:16]3)=[CH:11][CH:10]=2)[N:3]=1.[F:25][C:26]1([F:50])[CH2:31][CH2:30][CH:29]([O:32][C:33]2[CH:40]=[CH:39][C:38](B3OC(C)(C)C(C)(C)O3)=[CH:37][C:34]=2[C:35]#[N:36])[CH2:28][CH2:27]1.C(=O)([O-])[O-].[Na+].[Na+]. (3) Given the product [CH2:1]([N:3]1[C:21](=[O:22])[C:20]([OH:24])=[C:7]([C:8]2[CH:13]=[CH:12][CH:11]=[CH:10][CH:9]=2)[S:4]1(=[O:5])=[O:6])[CH3:2], predict the reactants needed to synthesize it. The reactants are: [CH2:1]([NH:3][S:4]([CH2:7][C:8]1[CH:13]=[CH:12][CH:11]=[CH:10][CH:9]=1)(=[O:6])=[O:5])[CH3:2].CC(C)([O-])C.[K+].[C:20](OCC)(=[O:24])[C:21]([O-])=[O:22].Cl. (4) Given the product [NH2:1][C:2]1[N:3]=[C:4]([O:24][CH2:26][C:27](=[O:28])[CH3:29])[C:5]([C:14]2[CH:15]=[CH:16][C:17](=[O:23])[N:18]([CH:20]([CH3:22])[CH3:21])[N:19]=2)=[C:6]([C:8]2[CH:9]=[CH:10][CH:11]=[CH:12][CH:13]=2)[N:7]=1, predict the reactants needed to synthesize it. The reactants are: [NH2:1][C:2]1[NH:3][C:4](=[O:24])[C:5]([C:14]2[CH:15]=[CH:16][C:17](=[O:23])[N:18]([CH:20]([CH3:22])[CH3:21])[N:19]=2)=[C:6]([C:8]2[CH:13]=[CH:12][CH:11]=[CH:10][CH:9]=2)[N:7]=1.Cl[CH2:26][C:27]([CH3:29])=[O:28]. (5) Given the product [CH3:1][S:2]([C:3]1[N:4]=[C:5]([NH:14][CH3:15])[C:6]([N+:11]([O-:13])=[O:12])=[C:7]([NH:9][CH3:10])[N:8]=1)=[O:24], predict the reactants needed to synthesize it. The reactants are: [CH3:1][S:2][C:3]1[N:8]=[C:7]([NH:9][CH3:10])[C:6]([N+:11]([O-:13])=[O:12])=[C:5]([NH:14][CH3:15])[N:4]=1.ClC1C=CC=C(C(OO)=[O:24])C=1. (6) Given the product [F:1][C:2]([F:11])([F:12])[C:3]1[CH:4]=[C:5]([CH:6]=[CH:7][CH:8]=1)[CH2:9][NH:10][CH2:14][Si:15]([CH3:18])([CH3:17])[CH3:16], predict the reactants needed to synthesize it. The reactants are: [F:1][C:2]([F:12])([F:11])[C:3]1[CH:4]=[C:5]([CH2:9][NH2:10])[CH:6]=[CH:7][CH:8]=1.Cl[CH2:14][Si:15]([CH3:18])([CH3:17])[CH3:16].C(N(CC)CC)C. (7) Given the product [N:1]1[CH:6]=[CH:5][CH:4]=[CH:3][C:2]=1[C:7]([OH:9])=[O:8], predict the reactants needed to synthesize it. The reactants are: [N:1]1[CH:6]=[CH:5][CH:4]=[CH:3][C:2]=1[C:7]([O-:9])=[O:8].[Li+].[OH-].Cl. (8) The reactants are: Br[C:2]1[CH:7]=[C:6]([C:8]([F:11])([F:10])[F:9])[N:5]=[C:4]([C:12]([OH:14])=[O:13])[CH:3]=1.[CH2:15](N(CC)CC)[CH3:16].O.[OH-].[Na+]. Given the product [F:9][C:8]([F:11])([F:10])[C:6]1[N:5]=[C:4]([C:12]([OH:14])=[O:13])[CH:3]=[C:2]([CH:15]=[CH2:16])[CH:7]=1, predict the reactants needed to synthesize it. (9) Given the product [F:25][C:20]1[CH:19]=[C:18]([CH:23]=[CH:22][C:21]=1[F:24])[CH2:17][N:14]1[CH2:13][CH2:12][C:8]2([N:7]([C:26]3[CH:31]=[CH:30][C:29]([O:32][CH3:33])=[CH:28][CH:27]=3)[C:6](=[O:34])[C:5]3[C:10](=[CH:11][C:2]([N:35]4[CH2:40][CH2:39][CH2:38][CH2:37][CH2:36]4)=[CH:3][CH:4]=3)[NH:9]2)[CH2:16][CH2:15]1, predict the reactants needed to synthesize it. The reactants are: Br[C:2]1[CH:11]=[C:10]2[C:5]([C:6](=[O:34])[N:7]([C:26]3[CH:31]=[CH:30][C:29]([O:32][CH3:33])=[CH:28][CH:27]=3)[C:8]3([CH2:16][CH2:15][N:14]([CH2:17][C:18]4[CH:23]=[CH:22][C:21]([F:24])=[C:20]([F:25])[CH:19]=4)[CH2:13][CH2:12]3)[NH:9]2)=[CH:4][CH:3]=1.[NH:35]1[CH2:40][CH2:39][CH2:38][CH2:37][CH2:36]1.C1(P(C2CCCCC2)C2C=CC=CC=2C2C(C(C)C)=CC(C(C)C)=CC=2C(C)C)CCCCC1.C(=O)([O-])[O-].[Cs+].[Cs+]. (10) The reactants are: I[CH:2]([CH3:4])[CH3:3].[F:5][C:6]1[C:11]([F:12])=[C:10]([N+:13]([O-:15])=[O:14])[CH:9]=[CH:8][C:7]=1[OH:16].C([O-])([O-])=O.[K+].[K+].O. Given the product [F:5][C:6]1[C:11]([F:12])=[C:10]([N+:13]([O-:15])=[O:14])[CH:9]=[CH:8][C:7]=1[O:16][CH:2]([CH3:4])[CH3:3], predict the reactants needed to synthesize it.